Predict the reaction yield, written as a fraction of the theoretical maximum amount of product (1.0 means a 100% yield; for example, 0.34 means a 34% yield). From a dataset of Reaction yield outcomes from USPTO patents with 853,638 reactions. (1) The reactants are [CH2:1]([C:3]1[CH:7]=[C:6]([CH2:8][CH3:9])[NH:5][N:4]=1)[CH3:2].[Cl:10][S:11](O)(=[O:13])=[O:12].S(Cl)(Cl)=O. No catalyst specified. The product is [CH2:1]([C:3]1[C:7]([S:11]([Cl:10])(=[O:13])=[O:12])=[C:6]([CH2:8][CH3:9])[NH:5][N:4]=1)[CH3:2]. The yield is 0.850. (2) The reactants are Cl.[NH:2]1[CH2:7][CH2:6][CH2:5][CH:4]([C:8]2[CH:23]=[CH:22][C:11]([O:12][C:13]3[CH:21]=[CH:20][C:16]([C:17]([NH2:19])=[O:18])=[CH:15][N:14]=3)=[CH:10][CH:9]=2)[CH2:3]1.Br[CH2:25][CH2:26][CH:27]1[CH2:32][CH2:31][CH2:30][CH2:29][CH2:28]1.C(=O)([O-])[O-].[K+].[K+]. The catalyst is CN(C)C=O. The product is [CH:27]1([CH2:26][CH2:25][N:2]2[CH2:7][CH2:6][CH2:5][CH:4]([C:8]3[CH:9]=[CH:10][C:11]([O:12][C:13]4[CH:21]=[CH:20][C:16]([C:17]([NH2:19])=[O:18])=[CH:15][N:14]=4)=[CH:22][CH:23]=3)[CH2:3]2)[CH2:32][CH2:31][CH2:30][CH2:29][CH2:28]1. The yield is 0.420. (3) The reactants are Br[C:2]1[CH:7]=[CH:6][C:5]([C:8]23[CH:13]([CH2:14][O:15][CH3:16])[CH:12]2[CH2:11][N:10]([C:17]([O:19][C:20]([CH3:23])([CH3:22])[CH3:21])=[O:18])[CH2:9]3)=[CH:4][CH:3]=1.[NH:24]1[CH2:28][CH2:27][CH2:26][C:25]1=[O:29].C(=O)([O-])[O-].[K+].[K+]. The catalyst is O1CCOCC1.[Cu]I. The product is [CH3:16][O:15][CH2:14][CH:13]1[C:8]2([C:5]3[CH:6]=[CH:7][C:2]([N:24]4[CH2:28][CH2:27][CH2:26][C:25]4=[O:29])=[CH:3][CH:4]=3)[CH:12]1[CH2:11][N:10]([C:17]([O:19][C:20]([CH3:23])([CH3:22])[CH3:21])=[O:18])[CH2:9]2. The yield is 0.660. (4) No catalyst specified. The product is [F:1][C:2]1[C:7]([F:8])=[CH:6][CH:5]=[CH:4][C:3]=1[C:9]1[N:41]=[C:12]2[CH:13]=[N:14][N:15]([CH:17]([C:22]3[O:26][N:25]=[C:24]([C:27]4[CH:32]=[CH:31][C:30]([O:33][CH2:34][CH2:35][CH3:36])=[CH:29][C:28]=4[C:37]([F:38])([F:40])[F:39])[CH:23]=3)[C:18]([NH:43][CH3:42])=[O:20])[CH:16]=[C:11]2[N:10]=1. The yield is 0.740. The reactants are [F:1][C:2]1[C:7]([F:8])=[CH:6][CH:5]=[CH:4][C:3]=1[C:9]1[N:41]=[C:12]2[CH:13]=[N:14][N:15]([CH:17]([C:22]3[O:26][N:25]=[C:24]([C:27]4[CH:32]=[CH:31][C:30]([O:33][CH2:34][CH2:35][CH3:36])=[CH:29][C:28]=4[C:37]([F:40])([F:39])[F:38])[CH:23]=3)[C:18]([O:20]C)=O)[CH:16]=[C:11]2[N:10]=1.[CH3:42][NH2:43].CO. (5) The reactants are O1CCCCC1[O:7][CH2:8][CH2:9][N:10]1[CH:14]=[C:13]([C:15]2[N:20]=[C:19]3[N:21]([CH2:24][C:25]4[CH:26]=[C:27]5[C:32](=[CH:33][CH:34]=4)[N:31]=[CH:30][CH:29]=[CH:28]5)[N:22]=[N:23][C:18]3=[CH:17][CH:16]=2)[CH:12]=[N:11]1.C12(CS(O)(=O)=O)C(C)(C)C(CC1)CC2=O.C(=O)(O)[O-].[Na+]. The catalyst is CO.O. The product is [N:31]1[C:32]2[C:27](=[CH:26][C:25]([CH2:24][N:21]3[C:19]4=[N:20][C:15]([C:13]5[CH:12]=[N:11][N:10]([CH2:9][CH2:8][OH:7])[CH:14]=5)=[CH:16][CH:17]=[C:18]4[N:23]=[N:22]3)=[CH:34][CH:33]=2)[CH:28]=[CH:29][CH:30]=1. The yield is 0.380. (6) The catalyst is O. The yield is 0.950. The reactants are Cl[CH2:2][CH2:3][O:4][CH2:5][CH2:6][OH:7].[N-:8]=[N+:9]=[N-:10].[Na+]. The product is [N:8]([CH2:2][CH2:3][O:4][CH2:5][CH2:6][OH:7])=[N+:9]=[N-:10]. (7) The reactants are C[Al](C)C.[CH3:5][O:6][C:7]1[CH:8]=[C:9]([CH2:15][CH2:16][C:17]2[CH:18]=[C:19]([NH2:22])[NH:20][N:21]=2)[CH:10]=[C:11]([O:13][CH3:14])[CH:12]=1.[CH3:23][N:24]1[CH2:29][CH2:28][N:27]([C:30]2[N:35]=[CH:34][C:33]([C:36](OC)=[O:37])=[CH:32][N:31]=2)[CH2:26][C:25]1=[O:40].Cl. The catalyst is C1(C)C=CC=CC=1.CO. The product is [CH3:14][O:13][C:11]1[CH:10]=[C:9]([CH2:15][CH2:16][C:17]2[CH:18]=[C:19]([NH:22][C:36]([C:33]3[CH:32]=[N:31][C:30]([N:27]4[CH2:28][CH2:29][N:24]([CH3:23])[C:25](=[O:40])[CH2:26]4)=[N:35][CH:34]=3)=[O:37])[NH:20][N:21]=2)[CH:8]=[C:7]([O:6][CH3:5])[CH:12]=1. The yield is 0.450. (8) The reactants are [NH:1]1[C:9]2[C:4](=[CH:5][CH:6]=[CH:7][CH:8]=2)[C:3]([C:10]([OH:12])=O)=[N:2]1.C(N1C=CN=C1)(N1C=CN=C1)=O.Cl.[CH3:26][NH:27][O:28][CH3:29]. The catalyst is CN(C=O)C. The product is [CH3:29][O:28][N:27]([CH3:26])[C:10]([C:3]1[C:4]2[C:9](=[CH:8][CH:7]=[CH:6][CH:5]=2)[NH:1][N:2]=1)=[O:12]. The yield is 0.790. (9) The catalyst is O.C(OCC)(=O)C. The reactants are [Cl-].O[NH3+:3].[C:4](=[O:7])([O-])[OH:5].[Na+].CS(C)=O.[CH3:13][O:14][CH2:15][CH:16]([CH3:50])[O:17][C:18]1[CH:23]=[CH:22][C:21]([N:24]2[C:29](=[O:30])[C:28]([CH2:31][C:32]3[CH:37]=[CH:36][C:35]([C:38]4[C:39]([C:44]#[N:45])=[CH:40][CH:41]=[CH:42][CH:43]=4)=[CH:34][CH:33]=3)=[C:27]([CH2:46][CH2:47][CH3:48])[N:26]=[C:25]2[CH3:49])=[CH:20][CH:19]=1. The product is [CH3:13][O:14][CH2:15][CH:16]([CH3:50])[O:17][C:18]1[CH:19]=[CH:20][C:21]([N:24]2[C:29](=[O:30])[C:28]([CH2:31][C:32]3[CH:37]=[CH:36][C:35]([C:38]4[CH:43]=[CH:42][CH:41]=[CH:40][C:39]=4[C:44]4[NH:3][C:4](=[O:7])[O:5][N:45]=4)=[CH:34][CH:33]=3)=[C:27]([CH2:46][CH2:47][CH3:48])[N:26]=[C:25]2[CH3:49])=[CH:22][CH:23]=1. The yield is 0.410.